From a dataset of Forward reaction prediction with 1.9M reactions from USPTO patents (1976-2016). Predict the product of the given reaction. (1) Given the reactants CC(C)([O-])C.[K+].C([NH2:9])=O.[Br:10][C:11]1[C:12]2[N:13]([N:19]=[C:20]([C:22]([F:25])([F:24])[F:23])[CH:21]=2)[C:14](OC)=[CH:15][CH:16]=1.[Cl-].[NH4+], predict the reaction product. The product is: [NH2:9][C:14]1[N:13]2[N:19]=[C:20]([C:22]([F:25])([F:24])[F:23])[CH:21]=[C:12]2[C:11]([Br:10])=[CH:16][CH:15]=1. (2) Given the reactants [CH2:1]([NH:8][C:9]([C:11]1[CH:20]=[CH:19][C:14]([C:15]([O:17][CH3:18])=[O:16])=[C:13]([OH:21])[C:12]=1[OH:22])=[O:10])[C:2]1[CH:7]=[CH:6][CH:5]=[CH:4][CH:3]=1.[F:23][C:24]([F:34])([F:33])C1C=CC(CN)=CC=1, predict the reaction product. The product is: [F:23][C:24]([F:34])([F:33])[C:5]1[CH:4]=[CH:3][C:2]([CH2:1][NH:8][C:9]([C:11]2[CH:20]=[CH:19][C:14]([C:15]([O:17][CH3:18])=[O:16])=[C:13]([OH:21])[C:12]=2[OH:22])=[O:10])=[CH:7][CH:6]=1. (3) Given the reactants [CH3:1][C:2]1[N:11]([C:12]2[CH:17]=[CH:16][CH:15]=[C:14]([N+:18]([O-:20])=[O:19])[CH:13]=2)[C:10](=[O:21])[C:9]2[C:4](=[CH:5][CH:6]=[CH:7][CH:8]=2)[N:3]=1.OC1C=CC(C=CC2[N:40]([C:41]3C=CC=C([N+]([O-])=O)C=3)[C:39](=O)[C:38]3[C:33](=[CH:34]C=CC=3)[N:32]=2)=CC=1.CN1C=CC(C=O)=N1.CC([O-])=O.[Na+], predict the reaction product. The product is: [OH:19][N:18]([OH:20])[C:14]1[CH:13]=[C:12]([N:11]2[C:10](=[O:21])[C:9]3[C:4](=[CH:5][CH:6]=[CH:7][CH:8]=3)[N:3]=[C:2]2/[CH:1]=[CH:34]/[C:33]2[CH:38]=[CH:39][N:40]([CH3:41])[N:32]=2)[CH:17]=[CH:16][CH:15]=1. (4) Given the reactants [CH3:1][O:2][C@@H:3]1[C@@H:8]([CH2:9][OH:10])[O:7][C@@H:6]([N:11]2[C:23]3[C:22]4[NH:24][C:25]5[CH:26]=[CH:27][CH:28]=[CH:29][C:30]=5[C:21]=4[C:20]4[C:31](=[O:35])N[C:33](=[O:34])[C:19]=4[C:18]=3[C:17]3[C:12]2=[CH:13][CH:14]=[CH:15][CH:16]=3)[C@H:5]([OH:36])[C@H:4]1[OH:37].[OH-:38].[Na+].Cl, predict the reaction product. The product is: [CH3:1][O:2][C@@H:3]1[C@@H:8]([CH2:9][OH:10])[O:7][C@@H:6]([N:11]2[C:23]3[C:22]4[NH:24][C:25]5[CH:26]=[CH:27][CH:28]=[CH:29][C:30]=5[C:21]=4[C:20]4[C:31](=[O:38])[O:35][C:33](=[O:34])[C:19]=4[C:18]=3[C:17]3[C:12]2=[CH:13][CH:14]=[CH:15][CH:16]=3)[C@H:5]([OH:36])[C@H:4]1[OH:37]. (5) Given the reactants [C:1]([Si:5]([CH3:14])([CH3:13])[O:6][CH2:7][CH2:8][CH2:9][C@@H:10]1[CH2:12][O:11]1)([CH3:4])([CH3:3])[CH3:2].[NH2:15][C:16]1[CH:17]=[CH:18][C:19]2[S:24][CH2:23][C:22](=[O:25])[NH:21][C:20]=2[CH:26]=1, predict the reaction product. The product is: [C:1]([Si:5]([CH3:14])([CH3:13])[O:6][CH2:7][CH2:8][CH2:9][C@@H:10]([OH:11])[CH2:12][NH:15][C:16]1[CH:17]=[CH:18][C:19]2[S:24][CH2:23][C:22](=[O:25])[NH:21][C:20]=2[CH:26]=1)([CH3:4])([CH3:3])[CH3:2].